This data is from Reaction yield outcomes from USPTO patents with 853,638 reactions. The task is: Predict the reaction yield, written as a fraction of the theoretical maximum amount of product (1.0 means a 100% yield; for example, 0.34 means a 34% yield). The reactants are [Br:1][C:2]1[CH:3]=[C:4]([C@@H:8]([N:10]2[CH2:15][CH2:14][C@@:13]([C:20]3[CH:25]=[CH:24][C:23]([F:26])=[CH:22][CH:21]=3)([CH2:16][CH2:17][CH2:18][OH:19])[O:12][C:11]2=[O:27])[CH3:9])[CH:5]=[CH:6][CH:7]=1.CCN(CC)CC.[CH3:35][S:36](Cl)(=[O:38])=[O:37]. The catalyst is C(Cl)Cl. The product is [CH3:35][S:36]([O:19][CH2:18][CH2:17][CH2:16][C@@:13]1([C:20]2[CH:21]=[CH:22][C:23]([F:26])=[CH:24][CH:25]=2)[O:12][C:11](=[O:27])[N:10]([C@H:8]([C:4]2[CH:5]=[CH:6][CH:7]=[C:2]([Br:1])[CH:3]=2)[CH3:9])[CH2:15][CH2:14]1)(=[O:38])=[O:37]. The yield is 0.290.